This data is from NCI-60 drug combinations with 297,098 pairs across 59 cell lines. The task is: Regression. Given two drug SMILES strings and cell line genomic features, predict the synergy score measuring deviation from expected non-interaction effect. (1) Drug 1: C1=NC(=NC(=O)N1C2C(C(C(O2)CO)O)O)N. Drug 2: CCN(CC)CCCC(C)NC1=C2C=C(C=CC2=NC3=C1C=CC(=C3)Cl)OC. Cell line: K-562. Synergy scores: CSS=67.0, Synergy_ZIP=-0.777, Synergy_Bliss=-0.397, Synergy_Loewe=-3.49, Synergy_HSA=0.587. (2) Drug 1: C1CNP(=O)(OC1)N(CCCl)CCCl. Drug 2: C1CN(P(=O)(OC1)NCCCl)CCCl. Cell line: K-562. Synergy scores: CSS=76.8, Synergy_ZIP=22.0, Synergy_Bliss=16.2, Synergy_Loewe=-1.22, Synergy_HSA=-0.415.